From a dataset of hERG channel blocking data for cardiac toxicity assessment. Regression/Classification. Given a drug SMILES string, predict its toxicity properties. Task type varies by dataset: regression for continuous values (e.g., LD50, hERG inhibition percentage) or binary classification for toxic/non-toxic outcomes (e.g., AMES mutagenicity, cardiotoxicity, hepatotoxicity). Dataset: herg. The drug is CCC(CC)c1cn(-c2ccc(F)cc2)c2ccc(Cl)cc12. The result is 1 (blocker).